This data is from Forward reaction prediction with 1.9M reactions from USPTO patents (1976-2016). The task is: Predict the product of the given reaction. (1) Given the reactants [CH:1]1([N:4]([CH2:39][C:40]2[CH:45]=[C:44]([CH2:46][CH2:47][CH2:48][O:49][CH3:50])[CH:43]=[C:42]([OH:51])[CH:41]=2)[C:5]([C@@H:7]2[C@@H:12]([C:13]3[CH:18]=[CH:17][C:16]([O:19][CH2:20][CH2:21][O:22][C:23]4[C:28]([Cl:29])=[CH:27][C:26]([CH3:30])=[CH:25][C:24]=4[Cl:31])=[CH:15][CH:14]=3)[CH2:11][CH2:10][N:9]([C:32]([O:34][C:35]([CH3:38])([CH3:37])[CH3:36])=[O:33])[CH2:8]2)=[O:6])[CH2:3][CH2:2]1.O[CH2:53][CH2:54][C:55]([CH3:61])([CH3:60])[C:56]([O:58][CH3:59])=[O:57].C(=O)([O-])[O-].[Cs+].[Cs+], predict the reaction product. The product is: [CH:1]1([N:4]([CH2:39][C:40]2[CH:45]=[C:44]([CH2:46][CH2:47][CH2:48][O:49][CH3:50])[CH:43]=[C:42]([O:51][CH2:53][CH2:54][C:55]([CH3:61])([CH3:60])[C:56]([O:58][CH3:59])=[O:57])[CH:41]=2)[C:5]([C@@H:7]2[C@@H:12]([C:13]3[CH:14]=[CH:15][C:16]([O:19][CH2:20][CH2:21][O:22][C:23]4[C:28]([Cl:29])=[CH:27][C:26]([CH3:30])=[CH:25][C:24]=4[Cl:31])=[CH:17][CH:18]=3)[CH2:11][CH2:10][N:9]([C:32]([O:34][C:35]([CH3:38])([CH3:37])[CH3:36])=[O:33])[CH2:8]2)=[O:6])[CH2:3][CH2:2]1. (2) Given the reactants [CH:1]1([CH2:5][C:6]2[N:7]=[C:8]([C:11]([O:13]CC)=O)[S:9][CH:10]=2)[CH2:4][CH2:3][CH2:2]1.[NH3:16], predict the reaction product. The product is: [CH:1]1([CH2:5][C:6]2[N:7]=[C:8]([C:11]([NH2:16])=[O:13])[S:9][CH:10]=2)[CH2:4][CH2:3][CH2:2]1. (3) Given the reactants [CH3:1][O:2][CH2:3][C@@H:4]([NH2:6])[CH3:5].[NH2:7][C:8]1[CH:15]=[C:14](F)[C:11]([C:12]#[N:13])=[CH:10][N:9]=1, predict the reaction product. The product is: [NH2:7][C:8]1[CH:15]=[C:14]([NH:6][C@@H:4]([CH3:5])[CH2:3][O:2][CH3:1])[C:11]([C:12]#[N:13])=[CH:10][N:9]=1. (4) Given the reactants [CH2:1]([C:3]1[NH:7][N:6]=[C:5]([C:8]([OH:10])=[O:9])[C:4]=1[CH3:11])[CH3:2].[Cl:12][Si](C)(C)[CH3:14], predict the reaction product. The product is: [ClH:12].[CH2:1]([C:3]1[NH:7][N:6]=[C:5]([C:8]([O:10][CH3:14])=[O:9])[C:4]=1[CH3:11])[CH3:2]. (5) Given the reactants [Cl:1][C:2]1[CH:3]=[C:4]([CH:46]=[CH:47][C:48]=1[F:49])[CH2:5][N:6]1[CH2:15][CH2:14][C:13]2[C:12]([C:16]([N:18]([CH3:37])[CH2:19][C@H:20]([O:30][CH:31]3[CH2:36][CH2:35][CH2:34][CH2:33][O:32]3)[C:21]([CH3:29])([CH3:28])[CH2:22]OS(C)(=O)=O)=[O:17])=[N:11][C:10]([O:38]S(C)(=O)=O)=[C:9]([O:43][CH3:44])[C:8]=2[C:7]1=[O:45].C([O-])([O-])=O.[Cs+].[Cs+].O, predict the reaction product. The product is: [Cl:1][C:2]1[CH:3]=[C:4]([CH:46]=[CH:47][C:48]=1[F:49])[CH2:5][N:6]1[CH2:15][CH2:14][C:13]2[C:8](=[C:9]([O:43][CH3:44])[C:10](=[O:38])[N:11]3[CH2:29][C:21]([CH3:28])([CH3:22])[C@@H:20]([O:30][CH:31]4[CH2:36][CH2:35][CH2:34][CH2:33][O:32]4)[CH2:19][N:18]([CH3:37])[C:16](=[O:17])[C:12]3=2)[C:7]1=[O:45].